Dataset: Full USPTO retrosynthesis dataset with 1.9M reactions from patents (1976-2016). Task: Predict the reactants needed to synthesize the given product. Given the product [Cl:1][C:2]1[C:3]([CH3:12])=[C:4]([CH:8]=[CH:9][C:10]=1[F:11])[C:5]([Cl:16])=[O:6], predict the reactants needed to synthesize it. The reactants are: [Cl:1][C:2]1[C:3]([CH3:12])=[C:4]([CH:8]=[CH:9][C:10]=1[F:11])[C:5](O)=[O:6].C(Cl)(=O)C([Cl:16])=O.